This data is from Full USPTO retrosynthesis dataset with 1.9M reactions from patents (1976-2016). The task is: Predict the reactants needed to synthesize the given product. (1) Given the product [C:10]([O:14][C:15]([N:17]1[CH2:18][CH2:19][CH:20]([N:23]2[C:27]3=[N:28][CH:29]=[N:30][C:31]([O:9][C:3]4[CH:8]=[CH:7][CH:6]=[CH:5][CH:4]=4)=[C:26]3[CH:25]=[N:24]2)[CH2:21][CH2:22]1)=[O:16])([CH3:13])([CH3:11])[CH3:12], predict the reactants needed to synthesize it. The reactants are: [H-].[Na+].[C:3]1([OH:9])[CH:8]=[CH:7][CH:6]=[CH:5][CH:4]=1.[C:10]([O:14][C:15]([N:17]1[CH2:22][CH2:21][CH:20]([N:23]2[C:27]3=[N:28][CH:29]=[N:30][C:31](Cl)=[C:26]3[CH:25]=[N:24]2)[CH2:19][CH2:18]1)=[O:16])([CH3:13])([CH3:12])[CH3:11].[Cl-].[NH4+]. (2) Given the product [CH2:1]([O:3][C:4]([C:6]1[C:7](=[O:29])[N:8]([CH2:34][C:33]2[CH:36]=[CH:37][CH:38]=[C:31]([F:30])[CH:32]=2)[C:9]2[C:14]([C:15]=1[N:16]1[CH2:21][CH2:20][N:19]([C:22]([C:24]3[S:25][CH:26]=[CH:27][CH:28]=3)=[O:23])[CH2:18][CH2:17]1)=[CH:13][N:12]=[CH:11][CH:10]=2)=[O:5])[CH3:2], predict the reactants needed to synthesize it. The reactants are: [CH2:1]([O:3][C:4]([C:6]1[C:7](=[O:29])[NH:8][C:9]2[C:14]([C:15]=1[N:16]1[CH2:21][CH2:20][N:19]([C:22]([C:24]3[S:25][CH:26]=[CH:27][CH:28]=3)=[O:23])[CH2:18][CH2:17]1)=[CH:13][N:12]=[CH:11][CH:10]=2)=[O:5])[CH3:2].[F:30][C:31]1[CH:32]=[C:33]([CH:36]=[CH:37][CH:38]=1)[CH2:34]Br. (3) Given the product [Br:1][C:2]1[CH:3]=[C:4]([C:10]2[CH2:14][C:13]([C:19]3[CH:24]=[C:23]([Cl:25])[CH:22]=[C:21]([Cl:26])[CH:20]=3)([C:15]([F:16])([F:18])[F:17])[O:12][N:11]=2)[CH:5]=[CH:6][C:7]=1[CH2:8][NH:30][C:27](=[S:29])[CH3:28], predict the reactants needed to synthesize it. The reactants are: [Br:1][C:2]1[CH:3]=[C:4]([C:10]2[CH2:14][C:13]([C:19]3[CH:24]=[C:23]([Cl:25])[CH:22]=[C:21]([Cl:26])[CH:20]=3)([C:15]([F:18])([F:17])[F:16])[O:12][N:11]=2)[CH:5]=[CH:6][C:7]=1[CH2:8]Br.[C:27]([NH2:30])(=[S:29])[CH3:28]. (4) The reactants are: [C:1]1([C:34]2[CH:39]=[CH:38][CH:37]=[CH:36][CH:35]=2)[CH:6]=[CH:5][C:4]([C@@:7]2([S:30][CH:31]([CH3:33])[CH3:32])[CH2:11][N:10]([C:12](=[O:26])[C@@H:13]([NH:18][C:19]([O:21][C:22]([CH3:25])([CH3:24])[CH3:23])=[O:20])[C:14]([CH3:17])([CH3:16])[CH3:15])[C@H:9]([C:27]([OH:29])=O)[CH2:8]2)=[CH:3][CH:2]=1.[NH2:40][C@:41]1([C:46]([NH:48][S:49]([CH:52]2[CH2:54][CH2:53]2)(=[O:51])=[O:50])=[O:47])[CH2:43][C@H:42]1[CH:44]=[CH2:45].CC1C=CC(S(O)(=O)=O)=CC=1.CN(C(ON1N=NC2C=CC=NC1=2)=[N+](C)C)C.F[P-](F)(F)(F)(F)F.C(N(CC)C(C)C)(C)C. Given the product [C:1]1([C:34]2[CH:39]=[CH:38][CH:37]=[CH:36][CH:35]=2)[CH:2]=[CH:3][C:4]([C@@:7]2([S:30][CH:31]([CH3:32])[CH3:33])[CH2:11][N:10]([C:12](=[O:26])[C@@H:13]([NH:18][C:19](=[O:20])[O:21][C:22]([CH3:23])([CH3:24])[CH3:25])[C:14]([CH3:16])([CH3:17])[CH3:15])[C@H:9]([C:27](=[O:29])[NH:40][C@:41]3([C:46](=[O:47])[NH:48][S:49]([CH:52]4[CH2:54][CH2:53]4)(=[O:51])=[O:50])[CH2:43][C@H:42]3[CH:44]=[CH2:45])[CH2:8]2)=[CH:5][CH:6]=1, predict the reactants needed to synthesize it.